Dataset: CYP2C9 inhibition data for predicting drug metabolism from PubChem BioAssay. Task: Regression/Classification. Given a drug SMILES string, predict its absorption, distribution, metabolism, or excretion properties. Task type varies by dataset: regression for continuous measurements (e.g., permeability, clearance, half-life) or binary classification for categorical outcomes (e.g., BBB penetration, CYP inhibition). Dataset: cyp2c9_veith. (1) The molecule is Nc1[nH]n2c(=O)cc(-c3ccccc3)nc2c1N=Nc1ccccc1. The result is 1 (inhibitor). (2) The molecule is O=C(Nc1ccc2c(c1)nc1n2CCN(C2CCCCC2)C1)NC1CCCCC1. The result is 1 (inhibitor). (3) The drug is Cn1nc(C(F)(F)F)c(/C=N/OC(=O)c2ccccc2)c1Cl. The result is 0 (non-inhibitor). (4) The molecule is Cc1ccc(OCC(=O)NNC(=O)CCC(=O)NCc2ccccc2)cc1. The result is 0 (non-inhibitor). (5) The compound is CCOC(=O)CCN1C(=O)[C@H]2CC[C@@H]3/C(=N\OC/C=C(\C)CCC=C(C)C)C[C@@H](O)[C@@H](O)[C@@H]3[C@@H]2C1=O. The result is 0 (non-inhibitor). (6) The drug is Cc1ncc([N+](=O)[O-])n1C[C@H](O)CCl. The result is 0 (non-inhibitor).